From a dataset of Full USPTO retrosynthesis dataset with 1.9M reactions from patents (1976-2016). Predict the reactants needed to synthesize the given product. (1) The reactants are: [NH2:1][C:2]1[CH:11]=[CH:10][CH:9]=[C:8]2[C:3]=1[CH:4]=[C:5]([Cl:12])[N:6]=[CH:7]2.[C:13](Cl)(Cl)=[O:14]. Given the product [Cl:12][C:5]1[N:6]=[CH:7][C:8]2[C:3]([CH:4]=1)=[C:2]([N:1]=[C:13]=[O:14])[CH:11]=[CH:10][CH:9]=2, predict the reactants needed to synthesize it. (2) Given the product [C:32]([O:31][C:30]([NH:29][C@@H:27]([CH3:28])[CH2:26][O:25][C:18]1[CH:17]=[C:16]([S:1][CH2:2][CH2:3][C:4]([O:6][CH2:7][CH:8]([CH2:13][CH3:14])[CH2:9][CH2:10][CH2:11][CH3:12])=[O:5])[C:21]([N+:22]([O-:24])=[O:23])=[CH:20][N:19]=1)=[O:36])([CH3:35])([CH3:33])[CH3:34], predict the reactants needed to synthesize it. The reactants are: [SH:1][CH2:2][CH2:3][C:4]([O:6][CH2:7][CH:8]([CH2:13][CH3:14])[CH2:9][CH2:10][CH2:11][CH3:12])=[O:5].Cl[C:16]1[C:21]([N+:22]([O-:24])=[O:23])=[CH:20][N:19]=[C:18]([O:25][CH2:26][C@@H:27]([NH:29][C:30](=[O:36])[O:31][C:32]([CH3:35])([CH3:34])[CH3:33])[CH3:28])[CH:17]=1.C(N(CC)CC)C.CN(C=O)C. (3) Given the product [F:39][C:2]([F:1])([F:40])[C:3]1[CH:4]=[C:5]([C@H:13]([O:15][C@H:16]2[CH2:21][CH2:20][N:19]([C:22]([C@H:24]3[CH2:29][CH2:28][C@H:27]([C:30]([NH:42][CH3:41])=[O:32])[CH2:26][CH2:25]3)=[O:23])[CH2:18][C@H:17]2[C:33]2[CH:38]=[CH:37][CH:36]=[CH:35][CH:34]=2)[CH3:14])[CH:6]=[C:7]([C:9]([F:12])([F:10])[F:11])[CH:8]=1, predict the reactants needed to synthesize it. The reactants are: [F:1][C:2]([F:40])([F:39])[C:3]1[CH:4]=[C:5]([C@H:13]([O:15][C@H:16]2[CH2:21][CH2:20][N:19]([C:22]([C@H:24]3[CH2:29][CH2:28][C@H:27]([C:30]([OH:32])=O)[CH2:26][CH2:25]3)=[O:23])[CH2:18][C@H:17]2[C:33]2[CH:38]=[CH:37][CH:36]=[CH:35][CH:34]=2)[CH3:14])[CH:6]=[C:7]([C:9]([F:12])([F:11])[F:10])[CH:8]=1.[CH3:41][NH2:42].CCOC(OC(OCC)=O)=O.O. (4) Given the product [F:3][C:4]1[CH:9]=[CH:8][C:7]([C:10](=[O:18])[CH2:11][N:12]2[CH2:13][CH2:14][N:15]([C:25]([C:23]3[NH:22][N:21]=[C:20]([CH3:19])[CH:24]=3)=[O:26])[CH2:16][CH2:17]2)=[CH:6][CH:5]=1, predict the reactants needed to synthesize it. The reactants are: Cl.Cl.[F:3][C:4]1[CH:9]=[CH:8][C:7]([C:10](=[O:18])[CH2:11][N:12]2[CH2:17][CH2:16][NH:15][CH2:14][CH2:13]2)=[CH:6][CH:5]=1.[CH3:19][C:20]1[CH:24]=[C:23]([C:25](O)=[O:26])[NH:22][N:21]=1.C(N(CC)CC)C.